This data is from Full USPTO retrosynthesis dataset with 1.9M reactions from patents (1976-2016). The task is: Predict the reactants needed to synthesize the given product. (1) Given the product [Cl:1][C:2]1[CH:3]=[N:4][CH:5]=[C:6]([Cl:11])[C:7]=1[C:8]([Cl:14])=[O:9], predict the reactants needed to synthesize it. The reactants are: [Cl:1][C:2]1[CH:3]=[N:4][CH:5]=[C:6]([Cl:11])[C:7]=1[C:8](O)=[O:9].S(Cl)([Cl:14])=O.CN(C)C=O. (2) Given the product [Cl:21][C:22]1[CH:23]=[C:24]([C:25]([NH:1][CH2:4][C:5]2[C:13]3[N:12]=[CH:11][N:10]([C:14]([O:16][C:17]([CH3:20])([CH3:19])[CH3:18])=[O:15])[C:9]=3[CH:8]=[CH:7][CH:6]=2)=[O:26])[CH:35]=[CH:36][C:37]=1[C:38]([O:40][CH3:41])=[O:39], predict the reactants needed to synthesize it. The reactants are: [N:1]([CH2:4][C:5]1[C:13]2[N:12]=[CH:11][N:10]([C:14]([O:16][C:17]([CH3:20])([CH3:19])[CH3:18])=[O:15])[C:9]=2[CH:8]=[CH:7][CH:6]=1)=[N+]=[N-].[Cl:21][C:22]1[CH:23]=[C:24]([CH:35]=[CH:36][C:37]=1[C:38]([O:40][CH3:41])=[O:39])[C:25](ON1C(=O)CCC1=O)=[O:26].